From a dataset of Reaction yield outcomes from USPTO patents with 853,638 reactions. Predict the reaction yield, written as a fraction of the theoretical maximum amount of product (1.0 means a 100% yield; for example, 0.34 means a 34% yield). (1) The reactants are [CH3:1][C:2]1([CH3:39])[C:29](=[O:30])[NH:28][C:5]2=[N:6][CH:7]=[C:8]([C:10]3[CH:15]=[CH:14][C:13]([C:16]4[N:20](C5CCCCO5)[CH:19]=[N:18][N:17]=4)=[CH:12][C:11]=3[CH3:27])[N:9]=[C:4]2[N:3]1[CH2:31][CH2:32][CH:33]1[CH2:38][CH2:37][O:36][CH2:35][CH2:34]1.CC1C=C(C2N(C3CCCCO3)C=NN=2)C=CC=1B1OC(C)(C)C(C)(C)O1.BrC1N=C2N(CCC3CCOCC3)C(C)(C)C(=O)NC2=NC=1.ClCCl.C(=O)([O-])[O-].[Na+].[Na+].O. The catalyst is O1CCOCC1.C(O)(C)C.C1C=CC(P(C2C=CC=CC=2)[C-]2C=CC=C2)=CC=1.C1C=CC(P(C2C=CC=CC=2)[C-]2C=CC=C2)=CC=1.Cl[Pd]Cl.[Fe+2]. The product is [CH3:1][C:2]1([CH3:39])[C:29](=[O:30])[NH:28][C:5]2=[N:6][CH:7]=[C:8]([C:10]3[CH:15]=[CH:14][C:13]([C:16]4[NH:20][CH:19]=[N:18][N:17]=4)=[CH:12][C:11]=3[CH3:27])[N:9]=[C:4]2[N:3]1[CH2:31][CH2:32][CH:33]1[CH2:34][CH2:35][O:36][CH2:37][CH2:38]1. The yield is 0.970. (2) The yield is 0.900. The reactants are [OH:1][C:2]1[CH:7]=[CH:6][C:5]([C@H:8]2[CH2:12][CH2:11][C@:10]3([CH2:16][CH2:15][NH:14][C:13]3=[O:17])[N:9]2[C:18]([O:20][C:21]([CH3:24])([CH3:23])[CH3:22])=[O:19])=[CH:4][CH:3]=1.[C:25]([C:27]1[CH:34]=[CH:33][CH:32]=[CH:31][C:28]=1[CH2:29]Br)#[N:26].C1CCCCC1. The catalyst is C(OCC)(=O)C. The product is [C:25]([C:27]1[CH:34]=[CH:33][CH:32]=[CH:31][C:28]=1[CH2:29][O:1][C:2]1[CH:7]=[CH:6][C:5]([C@H:8]2[CH2:12][CH2:11][C@:10]3([CH2:16][CH2:15][NH:14][C:13]3=[O:17])[N:9]2[C:18]([O:20][C:21]([CH3:24])([CH3:23])[CH3:22])=[O:19])=[CH:4][CH:3]=1)#[N:26]. (3) The reactants are [CH3:1][C:2]([C:4]1[CH:9]=[CH:8][C:7](Br)=[CH:6][CH:5]=1)=[O:3].[NH:11]1[CH:15]=[N:14][CH:13]=[N:12]1.C([O-])([O-])=O.[Cs+].[Cs+]. The catalyst is CN(C=O)C.O.[Cu]I. The product is [N:11]1([C:7]2[CH:8]=[CH:9][C:4]([C:2](=[O:3])[CH3:1])=[CH:5][CH:6]=2)[CH:15]=[N:14][CH:13]=[N:12]1. The yield is 0.960. (4) The reactants are [Cl:1][C:2]1[CH:3]=[CH:4][C:5]([NH:8][C:9]([C:11]2[CH:16]=[CH:15][CH:14]=[CH:13][C:12]=2[NH:17][C:18]([C:20]2[CH:25]=[CH:24][C:23]([C:26]3[CH:31]=[CH:30][CH:29]=[CH:28][C:27]=3[C:32]#[N:33])=[CH:22][CH:21]=2)=[O:19])=[O:10])=[N:6][CH:7]=1.Cl.[OH:35][NH2:36].C(N(CC)CC)C. The catalyst is C(O)C. The product is [Cl:1][C:2]1[CH:3]=[CH:4][C:5]([NH:8][C:9]([C:11]2[CH:16]=[CH:15][CH:14]=[CH:13][C:12]=2[NH:17][C:18]([C:20]2[CH:25]=[CH:24][C:23]([C:26]3[CH:31]=[CH:30][CH:29]=[CH:28][C:27]=3[CH:32]=[N:33][NH:36][OH:35])=[CH:22][CH:21]=2)=[O:19])=[O:10])=[N:6][CH:7]=1. The yield is 0.275. (5) The reactants are [F:1][C:2]1([F:35])[CH2:6][CH2:5][N:4]([C:7]2[N:12]=[C:11]([O:13]C)[C:10]([C:15]3[CH:20]=[CH:19][C:18]([O:21][C:22]4[CH:27]=[CH:26][N:25]=[C:24]([C:28]5[CH:29]=[N:30][N:31]([CH3:33])[CH:32]=5)[CH:23]=4)=[C:17]([CH3:34])[N:16]=3)=[CH:9][N:8]=2)[CH2:3]1.Br. The catalyst is CC(O)=O. The product is [F:35][C:2]1([F:1])[CH2:6][CH2:5][N:4]([C:7]2[NH:12][C:11](=[O:13])[C:10]([C:15]3[CH:20]=[CH:19][C:18]([O:21][C:22]4[CH:27]=[CH:26][N:25]=[C:24]([C:28]5[CH:29]=[N:30][N:31]([CH3:33])[CH:32]=5)[CH:23]=4)=[C:17]([CH3:34])[N:16]=3)=[CH:9][N:8]=2)[CH2:3]1. The yield is 0.523. (6) The reactants are O[CH:2]([C:31]1[CH:36]=[CH:35][CH:34]=[CH:33][CH:32]=1)[C:3]1[C:11]2[O:10][CH2:9][CH:8]([C:12]3[CH:17]=[CH:16][C:15]([CH:18]([CH3:20])[CH3:19])=[CH:14][CH:13]=3)[C:7]=2[C:6]([CH3:21])=[C:5]([NH:22][C:23](=[O:29])[CH2:24][C:25]([CH3:28])([CH3:27])[CH3:26])[C:4]=1[CH3:30]. The catalyst is [Pd].C(O)(=O)C. The product is [CH2:2]([C:3]1[C:11]2[O:10][CH2:9][CH:8]([C:12]3[CH:13]=[CH:14][C:15]([CH:18]([CH3:20])[CH3:19])=[CH:16][CH:17]=3)[C:7]=2[C:6]([CH3:21])=[C:5]([NH:22][C:23](=[O:29])[CH2:24][C:25]([CH3:28])([CH3:27])[CH3:26])[C:4]=1[CH3:30])[C:31]1[CH:32]=[CH:33][CH:34]=[CH:35][CH:36]=1. The yield is 0.670. (7) The yield is 0.310. The catalyst is C1C=CC(P(C2C=CC=CC=2)[C-]2C=CC=C2)=CC=1.C1C=CC(P(C2C=CC=CC=2)[C-]2C=CC=C2)=CC=1.Cl[Pd]Cl.[Fe+2].C(#N)C.O. The product is [C:28]([O:31][CH2:32][C:33]1[C:34]([N:42]2[CH2:53][CH2:52][N:51]3[C:44](=[CH:45][C:46]4[CH2:47][C:48]([CH3:55])([CH3:54])[CH2:49][C:50]=43)[C:43]2=[O:56])=[N:35][CH:36]=[CH:37][C:38]=1[C:2]1[CH:3]=[C:4]([NH:10][C:11]2[CH:16]=[N:15][C:14]([N:17]3[CH2:22][CH2:21][N:20]([CH:23]4[CH2:26][O:25][CH2:24]4)[CH2:19][C@@H:18]3[CH3:27])=[CH:13][N:12]=2)[C:5](=[O:9])[N:6]([CH3:8])[CH:7]=1)(=[O:30])[CH3:29]. The reactants are Br[C:2]1[CH:3]=[C:4]([NH:10][C:11]2[CH:16]=[N:15][C:14]([N:17]3[CH2:22][CH2:21][N:20]([CH:23]4[CH2:26][O:25][CH2:24]4)[CH2:19][C@@H:18]3[CH3:27])=[CH:13][N:12]=2)[C:5](=[O:9])[N:6]([CH3:8])[CH:7]=1.[C:28]([O:31][CH2:32][C:33]1[C:34]([N:42]2[CH2:53][CH2:52][N:51]3[C:44](=[CH:45][C:46]4[CH2:47][C:48]([CH3:55])([CH3:54])[CH2:49][C:50]=43)[C:43]2=[O:56])=[N:35][CH:36]=[CH:37][C:38]=1B(O)O)(=[O:30])[CH3:29].C([O-])(=O)C.[Na+].[O-]P([O-])([O-])=O.[K+].[K+].[K+]. (8) The reactants are [CH:1]([O:3][CH2:4][CH3:5])=[CH2:2].C1(C)C=CC(S([O-])(=O)=O)=CC=1.[NH+]1C=CC=CC=1.[C:23]([O:26][CH:27]1[CH:39]=[CH:38][CH:37]([CH3:40])[CH:36]([C:41]([CH3:63])=[CH:42][CH:43]=[CH:44][CH:45]([CH3:62])[CH2:46][CH:47]2[O:61][CH:48]2[CH:49]([CH3:60])[CH:50]([O:53][C:54](=[O:59])[CH2:55][O:56][CH2:57][CH3:58])[CH2:51][CH3:52])[O:35][C:33](=[O:34])[CH2:32][CH:31]([O:64][Si:65]([C:68]([CH3:71])([CH3:70])[CH3:69])([CH3:67])[CH3:66])[CH2:30][CH2:29][C:28]1([OH:73])[CH3:72])(=[O:25])[CH3:24]. The catalyst is ClCCl.C(OCC)(=O)C. The product is [C:23]([O:26][CH:27]1[C:28]([O:73][CH:1]([O:3][CH2:4][CH3:5])[CH3:2])([CH3:72])[CH2:29][CH2:30][CH:31]([O:64][Si:65]([C:68]([CH3:69])([CH3:70])[CH3:71])([CH3:66])[CH3:67])[CH2:32][C:33]([O:35][CH:36](/[C:41](/[CH3:63])=[CH:42]/[CH:43]=[CH:44]/[CH:45]([CH3:62])[CH2:46][CH:47]2[O:61][CH:48]2[CH:49]([CH3:60])[CH:50]([O:53][C:54](=[O:59])[CH2:55][O:56][CH2:57][CH3:58])[CH2:51][CH3:52])[CH:37]([CH3:40])[CH:38]=[CH:39]1)=[O:34])(=[O:25])[CH3:24]. The yield is 0.540.